This data is from Reaction yield outcomes from USPTO patents with 853,638 reactions. The task is: Predict the reaction yield, written as a fraction of the theoretical maximum amount of product (1.0 means a 100% yield; for example, 0.34 means a 34% yield). (1) The reactants are C1(P(C2C=CC=CC=2)C2C3OC4C(=CC=CC=4P(C4C=CC=CC=4)C4C=CC=CC=4)C(C)(C)C=3C=CC=2)C=CC=CC=1.FC(F)(F)S(O[C:49]1[CH:58]=[C:57]2[C:52]([CH2:53][CH2:54][CH:55]([C:59]([O:61][CH3:62])=[O:60])[CH2:56]2)=[CH:51][CH:50]=1)(=O)=O.[C:65](=[O:72])([O:67][C:68]([CH3:71])([CH3:70])[CH3:69])[NH2:66].C(=O)([O-])[O-].[Cs+].[Cs+]. The catalyst is C([O-])(=O)C.[Pd+2].C([O-])(=O)C.O1CCOCC1. The product is [C:68]([O:67][C:65]([NH:66][C:49]1[CH:58]=[C:57]2[C:52]([CH2:53][CH2:54][CH:55]([C:59]([O:61][CH3:62])=[O:60])[CH2:56]2)=[CH:51][CH:50]=1)=[O:72])([CH3:71])([CH3:70])[CH3:69]. The yield is 0.200. (2) The reactants are [CH2:1]([N:8]1[C:16]2[N:15]=[C:14](Cl)[N:13]([CH2:18][C:19]3[CH:24]=[CH:23][C:22]([Cl:25])=[CH:21][CH:20]=3)[C:12]=2[C:11](=[O:26])[N:10]([CH3:27])[C:9]1=[O:28])[C:2]1[CH:7]=[CH:6][CH:5]=[CH:4][CH:3]=1.[F:29][C:30]([F:39])([F:38])[C:31]1[CH:32]=[C:33]([OH:37])[CH:34]=[CH:35][CH:36]=1.C(=O)([O-])[O-].[K+].[K+]. The catalyst is CN(C=O)C.C(OCC)(=O)C.O. The product is [CH2:1]([N:8]1[C:16]2[N:15]=[C:14]([O:37][C:33]3[CH:34]=[CH:35][CH:36]=[C:31]([C:30]([F:38])([F:39])[F:29])[CH:32]=3)[N:13]([CH2:18][C:19]3[CH:20]=[CH:21][C:22]([Cl:25])=[CH:23][CH:24]=3)[C:12]=2[C:11](=[O:26])[N:10]([CH3:27])[C:9]1=[O:28])[C:2]1[CH:7]=[CH:6][CH:5]=[CH:4][CH:3]=1. The yield is 0.417.